Regression. Given a peptide amino acid sequence and an MHC pseudo amino acid sequence, predict their binding affinity value. This is MHC class I binding data. From a dataset of Peptide-MHC class I binding affinity with 185,985 pairs from IEDB/IMGT. (1) The binding affinity (normalized) is 0. The peptide sequence is SFSLESDSIK. The MHC is HLA-A68:02 with pseudo-sequence HLA-A68:02. (2) The peptide sequence is KVVPRRKAK. The MHC is HLA-A30:02 with pseudo-sequence HLA-A30:02. The binding affinity (normalized) is 0.0847. (3) The peptide sequence is AIGLAWIPY. The MHC is HLA-A11:01 with pseudo-sequence HLA-A11:01. The binding affinity (normalized) is 0. (4) The peptide sequence is AFSLDVSEK. The MHC is HLA-A03:01 with pseudo-sequence HLA-A03:01. The binding affinity (normalized) is 0.131. (5) The peptide sequence is NPDQNTFPNI. The MHC is HLA-B53:01 with pseudo-sequence YYATYRNIFTNTYENIAYIRYDSYTWAVLAYLWY. The binding affinity (normalized) is 0.240. (6) The peptide sequence is LILSCIFAFI. The MHC is HLA-A68:01 with pseudo-sequence HLA-A68:01. The binding affinity (normalized) is 0.400. (7) The peptide sequence is SQQPVQMLY. The MHC is HLA-B58:01 with pseudo-sequence HLA-B58:01. The binding affinity (normalized) is 0.213.